Dataset: Forward reaction prediction with 1.9M reactions from USPTO patents (1976-2016). Task: Predict the product of the given reaction. (1) Given the reactants C([O:3][C:4](=[O:19])[C:5]([CH3:18])([S:7]([CH2:10][CH2:11][CH:12]1[CH2:17][CH2:16][O:15][CH2:14][CH2:13]1)(=[O:9])=[O:8])[CH3:6])C.C[Si](C)(C)[O-].[K+], predict the reaction product. The product is: [CH3:18][C:5]([S:7]([CH2:10][CH2:11][CH:12]1[CH2:13][CH2:14][O:15][CH2:16][CH2:17]1)(=[O:9])=[O:8])([CH3:6])[C:4]([OH:19])=[O:3]. (2) Given the reactants Br[C:2]1[C:11]2[C:6](=[CH:7][CH:8]=[CH:9][CH:10]=2)[N:5]=[CH:4][CH:3]=1.[CH:12]1([N:15]2[CH2:20][C:19]3([CH2:25][CH2:24][N:23]([S:26]([C:29]4[CH:34]=[CH:33][C:32](B5OC(C)(C)C(C)(C)O5)=[CH:31][CH:30]=4)(=[O:28])=[O:27])[CH2:22][CH2:21]3)[O:18][CH2:17][C:16]2=[O:44])[CH2:14][CH2:13]1, predict the reaction product. The product is: [CH:12]1([N:15]2[CH2:20][C:19]3([CH2:25][CH2:24][N:23]([S:26]([C:29]4[CH:30]=[CH:31][C:32]([C:2]5[C:11]6[C:6](=[CH:7][CH:8]=[CH:9][CH:10]=6)[N:5]=[CH:4][CH:3]=5)=[CH:33][CH:34]=4)(=[O:27])=[O:28])[CH2:22][CH2:21]3)[O:18][CH2:17][C:16]2=[O:44])[CH2:13][CH2:14]1. (3) Given the reactants C([O:3][C:4]([C:6]1[N:14]([CH3:15])[C:13]2[CH:12]=[CH:11][N:10]=[CH:9][C:8]=2[C:7]=1[NH:16][C:17]1[CH:22]=[CH:21][C:20]([CH:23]([CH3:25])[CH3:24])=[CH:19][C:18]=1[Cl:26])=[O:5])C.[OH-].[Na+].Cl, predict the reaction product. The product is: [Cl:26][C:18]1[CH:19]=[C:20]([CH:23]([CH3:25])[CH3:24])[CH:21]=[CH:22][C:17]=1[NH:16][C:7]1[C:8]2[CH:9]=[N:10][CH:11]=[CH:12][C:13]=2[N:14]([CH3:15])[C:6]=1[C:4]([OH:5])=[O:3]. (4) Given the reactants [Cl:1][C:2]1[CH:7]=[CH:6][C:5]([OH:8])=[CH:4][C:3]=1[F:9].[C:10](Cl)(=[O:12])[CH3:11].[Cl-].[Cl-].[Cl-].[Al+3], predict the reaction product. The product is: [Cl:1][C:2]1[C:3]([F:9])=[CH:4][C:5]([OH:8])=[C:6]([C:10](=[O:12])[CH3:11])[CH:7]=1. (5) Given the reactants [CH3:1][C:2]1[CH:6]=[C:5]([C:7]([O:9]CC)=[O:8])[N:4]([CH2:12][C:13]([F:16])([F:15])[F:14])[N:3]=1.[OH-].[Na+].Cl, predict the reaction product. The product is: [CH3:1][C:2]1[CH:6]=[C:5]([C:7]([OH:9])=[O:8])[N:4]([CH2:12][C:13]([F:15])([F:14])[F:16])[N:3]=1. (6) Given the reactants [CH2:1]([C@@H:8]1[CH2:12][O:11][C:10](=[O:13])[N:9]1[C:14](=[O:42])[C@H:15]([O:32][C:33]1[CH:38]=[CH:37][C:36]([CH:39]([CH3:41])[CH3:40])=[CH:35][CH:34]=1)[C@H:16]([C:18]1[CH:23]=[CH:22][C:21]([O:24]CC2C=CC=CC=2)=[CH:20][CH:19]=1)[OH:17])[C:2]1[CH:7]=[CH:6][CH:5]=[CH:4][CH:3]=1, predict the reaction product. The product is: [CH2:1]([C@@H:8]1[CH2:12][O:11][C:10](=[O:13])[N:9]1[C:14](=[O:42])[C@H:15]([O:32][C:33]1[CH:38]=[CH:37][C:36]([CH:39]([CH3:40])[CH3:41])=[CH:35][CH:34]=1)[C@@H:16]([OH:17])[C:18]1[CH:23]=[CH:22][C:21]([OH:24])=[CH:20][CH:19]=1)[C:2]1[CH:7]=[CH:6][CH:5]=[CH:4][CH:3]=1. (7) Given the reactants [C:1]([O:4][CH2:5][C:6]1([C:9]2[CH:14]=[CH:13][C:12]([C:15]3[N:20]=[C:19]([C:21]#[C:22][CH:23]([C:30]4[CH:31]=[CH:32][C:33]([CH3:40])=[C:34]([CH:39]=4)[C:35]([O:37][CH3:38])=[O:36])OC(OCC)=O)[C:18]([NH:41]C(=O)C(F)(F)F)=[CH:17][C:16]=3[Cl:48])=[CH:11][CH:10]=2)[CH2:8][CH2:7]1)(=[O:3])[CH3:2].CCN(CC)CC.C(O)=O, predict the reaction product. The product is: [C:1]([O:4][CH2:5][C:6]1([C:9]2[CH:10]=[CH:11][C:12]([C:15]3[N:20]=[C:19]4[CH:21]=[C:22]([CH2:23][C:30]5[CH:31]=[CH:32][C:33]([CH3:40])=[C:34]([CH:39]=5)[C:35]([O:37][CH3:38])=[O:36])[NH:41][C:18]4=[CH:17][C:16]=3[Cl:48])=[CH:13][CH:14]=2)[CH2:8][CH2:7]1)(=[O:3])[CH3:2]. (8) Given the reactants Br[C:2]1[CH:7]=[CH:6][N:5]=[C:4]([Cl:8])[CH:3]=1.[F:9][C:10]1[C:15]([F:16])=[CH:14][CH:13]=[CH:12][C:11]=1B(O)O.C(=O)([O-])[O-].[Na+].[Na+], predict the reaction product. The product is: [Cl:8][C:4]1[CH:3]=[C:2]([C:14]2[CH:13]=[CH:12][CH:11]=[C:10]([F:9])[C:15]=2[F:16])[CH:7]=[CH:6][N:5]=1. (9) Given the reactants [H-].[H-].[H-].[H-].[Li+].[Al+3].C[O:8][C:9](=O)[CH2:10][CH2:11][CH2:12]/[CH:13]=[CH:14]\[CH2:15]/[CH:16]=[CH:17]\[CH2:18]/[CH:19]=[CH:20]\[CH2:21]/[CH:22]=[CH:23]\[CH2:24][CH2:25][CH2:26][CH2:27][CH3:28], predict the reaction product. The product is: [CH2:9]([OH:8])[CH2:10][CH2:11][CH2:12]/[CH:13]=[CH:14]\[CH2:15]/[CH:16]=[CH:17]\[CH2:18]/[CH:19]=[CH:20]\[CH2:21]/[CH:22]=[CH:23]\[CH2:24][CH2:25][CH2:26][CH2:27][CH3:28]. (10) The product is: [C:1]([C:3]1([NH:6][C:7]([CH:9]2[CH2:13][CH:12]([S:14]([C:17]3[CH:22]=[CH:21][C:20]([N:40]4[CH2:41][CH2:42][C:38]([F:43])([F:37])[CH2:39]4)=[CH:19][C:18]=3[C:24]([F:25])([F:26])[F:27])(=[O:15])=[O:16])[CH2:11][CH:10]2[C:28]([N:30]2[CH2:33][C:32]([F:35])([F:34])[CH2:31]2)=[O:29])=[O:8])[CH2:5][CH2:4]1)#[N:2]. Given the reactants [C:1]([C:3]1([NH:6][C:7]([C@@H:9]2[CH2:13][C@@H:12]([S:14]([C:17]3[CH:22]=[CH:21][C:20](F)=[CH:19][C:18]=3[C:24]([F:27])([F:26])[F:25])(=[O:16])=[O:15])[CH2:11][C@H:10]2[C:28]([N:30]2[CH2:33][C:32]([F:35])([F:34])[CH2:31]2)=[O:29])=[O:8])[CH2:5][CH2:4]1)#[N:2].Cl.[F:37][C:38]1([F:43])[CH2:42][CH2:41][NH:40][CH2:39]1, predict the reaction product.